Dataset: Forward reaction prediction with 1.9M reactions from USPTO patents (1976-2016). Task: Predict the product of the given reaction. (1) The product is: [Br:12][C:13]1[CH:14]=[N:15][C:16]([C:5]#[N:6])=[N:17][CH:18]=1. Given the reactants [C-]#N.[Na+].C1N2CC[N:6](CC2)[CH2:5]1.[Br:12][C:13]1[CH:14]=[N:15][C:16](Cl)=[N:17][CH:18]=1, predict the reaction product. (2) Given the reactants [NH2:1][C:2]1[N:7]=[C:6]([C:8]#[N:9])[CH:5]=[CH:4][CH:3]=1.[Br-:10].[Br-].[Br-].C([N+](CCCC)(CCCC)CCCC)CCC.C([N+](CCCC)(CCCC)CCCC)CCC.C([N+](CCCC)(CCCC)CCCC)CCC, predict the reaction product. The product is: [NH2:1][C:2]1[N:7]=[C:6]([C:8]#[N:9])[C:5]([Br:10])=[CH:4][CH:3]=1. (3) Given the reactants [CH3:1][O:2][C:3](=[O:12])[CH2:4][C:5]1[CH:10]=[CH:9][C:8]([CH3:11])=[CH:7][CH:6]=1.[Cl:13][S:14](O)(=[O:16])=[O:15], predict the reaction product. The product is: [CH3:1][O:2][C:3](=[O:12])[CH2:4][C:5]1[CH:6]=[CH:7][C:8]([CH3:11])=[C:9]([S:14]([Cl:13])(=[O:16])=[O:15])[CH:10]=1. (4) Given the reactants [CH3:1][O:2][C:3]1[CH:4]=[C:5]2[C:10](=[CH:11][C:12]=1[O:13][CH3:14])[CH2:9][N:8]([C:15]([C@@H:17]1[CH2:26][C:25]3[C:20](=[CH:21][CH:22]=[CH:23][CH:24]=3)[CH2:19][NH:18]1)=[O:16])[CH2:7][CH2:6]2.[F:27][C:28]([F:39])([F:38])[O:29][C:30]1[CH:37]=[CH:36][CH:35]=[CH:34][C:31]=1[CH:32]=O.C(O[BH-](OC(=O)C)OC(=O)C)(=O)C.[Na+], predict the reaction product. The product is: [CH3:1][O:2][C:3]1[CH:4]=[C:5]2[C:10](=[CH:11][C:12]=1[O:13][CH3:14])[CH2:9][N:8]([C:15]([C@@H:17]1[CH2:26][C:25]3[C:20](=[CH:21][CH:22]=[CH:23][CH:24]=3)[CH2:19][N:18]1[CH2:32][C:31]1[CH:34]=[CH:35][CH:36]=[CH:37][C:30]=1[O:29][C:28]([F:27])([F:38])[F:39])=[O:16])[CH2:7][CH2:6]2. (5) Given the reactants [CH3:1][C:2]([C:4]1[CH:9]=[CH:8][C:7]([N+:10]([O-:12])=[O:11])=[CH:6][CH:5]=1)=[O:3].[Br:13][C:14]1[S:18][C:17]([CH:19]=O)=[CH:16][CH:15]=1.[OH-].[K+], predict the reaction product. The product is: [Br:13][C:14]1[S:18][C:17]([CH:19]=[CH:1][C:2]([C:4]2[CH:5]=[CH:6][C:7]([N+:10]([O-:12])=[O:11])=[CH:8][CH:9]=2)=[O:3])=[CH:16][CH:15]=1.